Dataset: Forward reaction prediction with 1.9M reactions from USPTO patents (1976-2016). Task: Predict the product of the given reaction. (1) Given the reactants [C:1]([C:5]1[CH:19]=[CH:18][C:8]([O:9][CH2:10][C:11]([O:13]C(C)(C)C)=[O:12])=[CH:7][C:6]=1[Cl:20])([CH3:4])([CH3:3])[CH3:2].C(O)(C(F)(F)F)=O, predict the reaction product. The product is: [C:1]([C:5]1[CH:19]=[CH:18][C:8]([O:9][CH2:10][C:11]([OH:13])=[O:12])=[CH:7][C:6]=1[Cl:20])([CH3:4])([CH3:2])[CH3:3]. (2) Given the reactants [CH:1]1([OH:7])[CH2:6][CH2:5][CH2:4][CH2:3][CH2:2]1.[CH3:8][C:9](C)([O-])[CH3:10].[K+].C(Br)C=C.O, predict the reaction product. The product is: [CH:1]1([O:7][CH2:10][CH:9]=[CH2:8])[CH2:6][CH2:5][CH2:4][CH2:3][CH2:2]1. (3) Given the reactants [Li]CCCC.CCCCCC.Br[C:13]1[CH:18]=[CH:17][CH:16]=[C:15]([C:19]([F:22])([F:21])[F:20])[C:14]=1[CH2:23][OH:24].[B:25](OC)(OC)[O:26]C, predict the reaction product. The product is: [F:20][C:19]([F:22])([F:21])[C:15]1[C:14]2[CH2:23][O:24][B:25]([OH:26])[C:13]=2[CH:18]=[CH:17][CH:16]=1. (4) Given the reactants [CH2:1]([N:8]1[C@@H:13]2[C@@H:14]([OH:16])[CH2:15][C@@:9]1([C:33]1[CH:38]=[CH:37][CH:36]=[CH:35][CH:34]=1)[C@H:10]([O:17][CH2:18][C:19]1[CH:24]=[C:23]([C:25]([F:28])([F:27])[F:26])[CH:22]=[C:21]([C:29]([F:32])([F:31])[F:30])[CH:20]=1)[CH2:11][CH2:12]2)[C:2]1[CH:7]=[CH:6][CH:5]=[CH:4][CH:3]=1.[CH3:39]I.[H-].[Na+], predict the reaction product. The product is: [CH2:1]([N:8]1[C@@H:13]2[C@@H:14]([O:16][CH3:39])[CH2:15][C@@:9]1([C:33]1[CH:38]=[CH:37][CH:36]=[CH:35][CH:34]=1)[C@H:10]([O:17][CH2:18][C:19]1[CH:24]=[C:23]([C:25]([F:27])([F:28])[F:26])[CH:22]=[C:21]([C:29]([F:30])([F:31])[F:32])[CH:20]=1)[CH2:11][CH2:12]2)[C:2]1[CH:7]=[CH:6][CH:5]=[CH:4][CH:3]=1. (5) Given the reactants [C:1]12([C:11]3[CH:30]=[CH:29][C:14]([O:15][CH2:16][C:17]4[O:18][C:19]5[CH:25]=[CH:24][C:23]([C:26]([OH:28])=[O:27])=[CH:22][C:20]=5[N:21]=4)=[CH:13][CH:12]=3)[CH2:10][CH:5]3[CH2:6][CH:7]([CH2:9][CH:3]([CH2:4]3)[CH2:2]1)[CH2:8]2.[N:31]1([CH2:37][CH2:38][CH2:39][NH2:40])[CH2:36][CH2:35][O:34][CH2:33][CH2:32]1.CN(C(ON1N=NC2C=CC=NC1=2)=[N+](C)C)C.F[P-](F)(F)(F)(F)F.CCN(C(C)C)C(C)C, predict the reaction product. The product is: [C:1]12([C:11]3[CH:30]=[CH:29][C:14]([O:15][CH2:16][C:17]4[O:18][C:19]5[CH:25]=[CH:24][C:23]([C:26]([OH:28])=[O:27])=[CH:22][C:20]=5[N:21]=4)=[CH:13][CH:12]=3)[CH2:8][CH:7]3[CH2:9][CH:3]([CH2:4][CH:5]([CH2:6]3)[CH2:10]1)[CH2:2]2.[N:31]1([CH2:37][CH2:38][CH2:39][NH-:40])[CH2:36][CH2:35][O:34][CH2:33][CH2:32]1. (6) Given the reactants [F:1][C:2]1[CH:3]=[C:4]([CH:14]=[CH:15][CH:16]=1)[CH2:5]P(=O)(OCC)OCC.[H-].[Na+].O=[C:20]1[CH2:26][CH:25]2[N:27]([C:28]([O:30][CH2:31][C:32]3[CH:37]=[CH:36][CH:35]=[CH:34][CH:33]=3)=[O:29])[CH:22]([CH2:23][CH2:24]2)[CH2:21]1, predict the reaction product. The product is: [F:1][C:2]1[CH:3]=[C:4]([CH:14]=[CH:15][CH:16]=1)[CH:5]=[C:20]1[CH2:21][CH:22]2[N:27]([C:28]([O:30][CH2:31][C:32]3[CH:33]=[CH:34][CH:35]=[CH:36][CH:37]=3)=[O:29])[CH:25]([CH2:24][CH2:23]2)[CH2:26]1.